This data is from Reaction yield outcomes from USPTO patents with 853,638 reactions. The task is: Predict the reaction yield, written as a fraction of the theoretical maximum amount of product (1.0 means a 100% yield; for example, 0.34 means a 34% yield). (1) The reactants are [NH2:1][C:2]1[NH:7][C:6](=[S:8])[C:5]([C:9]#[N:10])=[C:4]([C:11]2[O:12][CH:13]=[CH:14][CH:15]=2)[CH:3]=1.CC[O-].[Na+].Br.Br[CH2:22][CH2:23][C:24]1[CH:29]=[CH:28][CH:27]=[CH:26][N:25]=1. The catalyst is C(O)C. The product is [NH2:1][C:2]1[CH:3]=[C:4]([C:11]2[O:12][CH:13]=[CH:14][CH:15]=2)[C:5]([C:9]#[N:10])=[C:6]([S:8][CH2:22][CH2:23][C:24]2[CH:29]=[CH:28][CH:27]=[CH:26][N:25]=2)[N:7]=1. The yield is 0.760. (2) The reactants are C(N(C(C)C)CC)(C)C.[NH2:10][C@H:11]([C:27]([O:29][CH3:30])=[O:28])[CH2:12][CH2:13][CH2:14][CH2:15][NH:16][C:17]([O:19][CH2:20][C:21]1[CH:26]=[CH:25][CH:24]=[CH:23][CH:22]=1)=[O:18].[NH:31]([C:48]([O:50][CH2:51][CH:52]1[C:64]2[C:59](=[CH:60][CH:61]=[CH:62][CH:63]=2)[C:58]2[C:53]1=[CH:54][CH:55]=[CH:56][CH:57]=2)=[O:49])[C@H:32]([C:45](O)=[O:46])[CH2:33][C:34]1[CH:39]=[CH:38][C:37]([O:40][C:41]([CH3:44])([CH3:43])[CH3:42])=[CH:36][CH:35]=1.C1C=CC2N(O)N=NC=2C=1.CCN=C=NCCCN(C)C.Cl. The catalyst is C(Cl)Cl. The product is [NH:31]([C:48]([O:50][CH2:51][CH:52]1[C:64]2[C:59](=[CH:60][CH:61]=[CH:62][CH:63]=2)[C:58]2[C:53]1=[CH:54][CH:55]=[CH:56][CH:57]=2)=[O:49])[C@H:32]([C:45]([NH:10][C@H:11]([C:27]([O:29][CH3:30])=[O:28])[CH2:12][CH2:13][CH2:14][CH2:15][NH:16][C:17]([O:19][CH2:20][C:21]1[CH:26]=[CH:25][CH:24]=[CH:23][CH:22]=1)=[O:18])=[O:46])[CH2:33][C:34]1[CH:39]=[CH:38][C:37]([O:40][C:41]([CH3:42])([CH3:44])[CH3:43])=[CH:36][CH:35]=1. The yield is 0.975. (3) The reactants are Cl.CN(C)CCCN=C=NCC.[CH2:13]([O:15][C:16]([O:18][C:19]1[CH:24]=[CH:23][C:22](/[CH:25]=[CH:26]/[C:27]([OH:29])=[O:28])=[CH:21][CH:20]=1)=[O:17])[CH3:14].[Cl:30][CH:31](O)[CH2:32][CH2:33][CH2:34][CH2:35][CH3:36]. The catalyst is CN(C)C1C=CN=CC=1.ClCCl. The product is [CH2:13]([O:15][C:16]([O:18][C:19]1[CH:24]=[CH:23][C:22](/[CH:25]=[CH:26]/[C:27]([O:29][CH2:36][CH2:35][CH2:34][CH2:33][CH2:32][CH2:31][Cl:30])=[O:28])=[CH:21][CH:20]=1)=[O:17])[CH3:14]. The yield is 0.720. (4) The reactants are [CH3:1][O:2][C:3]1[CH:4]=[C:5]2[C:10](=[CH:11][C:12]=1[O:13][CH3:14])[N:9]=[CH:8][N:7]=[C:6]2[O:15][C:16]1[C:17]([F:24])=[CH:18][C:19]([F:23])=[C:20]([CH:22]=1)[NH2:21].[F:25][C:26]([C:29]1[CH:33]=[C:32]([NH:34][C:35](=O)[O:36]C2C=CC=CC=2)[O:31][N:30]=1)([CH3:28])[CH3:27].C(N(C(C)C)CC)(C)C. The catalyst is CN(C=O)C.CN(C)C1C=CN=CC=1. The product is [CH3:1][O:2][C:3]1[CH:4]=[C:5]2[C:10](=[CH:11][C:12]=1[O:13][CH3:14])[N:9]=[CH:8][N:7]=[C:6]2[O:15][C:16]1[C:17]([F:24])=[CH:18][C:19]([F:23])=[C:20]([NH:21][C:35]([NH:34][C:32]2[O:31][N:30]=[C:29]([C:26]([F:25])([CH3:27])[CH3:28])[CH:33]=2)=[O:36])[CH:22]=1. The yield is 0.310. (5) The product is [CH2:11]([O:18][N:19]([CH2:20][C:21]1([C:29]([OH:31])=[O:30])[CH2:26][CH2:25][C:24]([CH3:28])([CH3:27])[CH2:23][CH2:22]1)[CH:1]=[O:2])[C:12]1[CH:17]=[CH:16][CH:15]=[CH:14][CH:13]=1. The yield is 0.950. The catalyst is ClCCl. The reactants are [CH:1](O)=[O:2].C(OC(=O)C)(=O)C.[CH2:11]([O:18][NH:19][CH2:20][C:21]1([C:29]([OH:31])=[O:30])[CH2:26][CH2:25][C:24]([CH3:28])([CH3:27])[CH2:23][CH2:22]1)[C:12]1[CH:17]=[CH:16][CH:15]=[CH:14][CH:13]=1. (6) The reactants are [CH:1]1([N:4]2[CH2:10][CH2:9][CH2:8][N:7]([C:11]([C:13]3[N:18]=[C:17]([C:19]#[N:20])[C:16]([O:21][C:22]4[CH:27]=[CH:26][C:25]([S:28][CH3:29])=[CH:24][CH:23]=4)=[CH:15][CH:14]=3)=[O:12])[CH2:6][CH2:5]2)[CH2:3][CH2:2]1.N.[OH:31]O. The catalyst is CO.C(Cl)Cl. The product is [CH:1]1([N:4]2[CH2:10][CH2:9][CH2:8][N:7]([C:11]([C:13]3[N:18]=[C:17]([C:19]([NH2:20])=[O:31])[C:16]([O:21][C:22]4[CH:23]=[CH:24][C:25]([S:28][CH3:29])=[CH:26][CH:27]=4)=[CH:15][CH:14]=3)=[O:12])[CH2:6][CH2:5]2)[CH2:2][CH2:3]1. The yield is 0.260.